This data is from Catalyst prediction with 721,799 reactions and 888 catalyst types from USPTO. The task is: Predict which catalyst facilitates the given reaction. (1) Reactant: [Si:1]([O:8][CH2:9][C:10]1[N:15]=[CH:14][C:13]2[N:16]([C:19]3[S:23][C:22]([C:24]([O:26]C)=O)=[C:21]([O:28][CH:29]([C:31]4[CH:36]=[CH:35][CH:34]=[CH:33][C:32]=4[C:37]([F:40])([F:39])[F:38])[CH3:30])[CH:20]=3)[CH:17]=[N:18][C:12]=2[CH:11]=1)([C:4]([CH3:7])([CH3:6])[CH3:5])([CH3:3])[CH3:2].[NH3:41]. Product: [Si:1]([O:8][CH2:9][C:10]1[N:15]=[CH:14][C:13]2[N:16]([C:19]3[S:23][C:22]([C:24]([NH2:41])=[O:26])=[C:21]([O:28][CH:29]([C:31]4[CH:36]=[CH:35][CH:34]=[CH:33][C:32]=4[C:37]([F:40])([F:39])[F:38])[CH3:30])[CH:20]=3)[CH:17]=[N:18][C:12]=2[CH:11]=1)([C:4]([CH3:7])([CH3:5])[CH3:6])([CH3:3])[CH3:2]. The catalyst class is: 5. (2) Reactant: [OH:1][C:2]1[CH:10]=[CH:9][C:5]([C:6]([NH2:8])=[O:7])=[CH:4][C:3]=1[N+:11]([O-])=O.C1CCCCC=1. Product: [NH2:11][C:3]1[CH:4]=[C:5]([CH:9]=[CH:10][C:2]=1[OH:1])[C:6]([NH2:8])=[O:7]. The catalyst class is: 63. (3) Reactant: FC(F)(F)S(O[CH2:7][C:8]([F:18])([F:17])[C:9]1[CH:14]=[CH:13][C:12]([CH2:15][F:16])=[CH:11][N:10]=1)(=O)=O.[NH:21]1[CH2:26][CH2:25][CH:24]([NH:27][C:28]2[C:29]3[CH:36]=[CH:35][N:34]([S:37]([C:40]4[CH:46]=[CH:45][C:43]([CH3:44])=[CH:42][CH:41]=4)(=[O:39])=[O:38])[C:30]=3[N:31]=[CH:32][N:33]=2)[CH2:23][CH2:22]1.CCN(C(C)C)C(C)C. Product: [F:18][C:8]([F:17])([C:9]1[CH:14]=[CH:13][C:12]([CH2:15][F:16])=[CH:11][N:10]=1)[CH2:7][N:21]1[CH2:26][CH2:25][CH:24]([NH:27][C:28]2[C:29]3[CH:36]=[CH:35][N:34]([S:37]([C:40]4[CH:46]=[CH:45][C:43]([CH3:44])=[CH:42][CH:41]=4)(=[O:39])=[O:38])[C:30]=3[N:31]=[CH:32][N:33]=2)[CH2:23][CH2:22]1. The catalyst class is: 59.